Dataset: Full USPTO retrosynthesis dataset with 1.9M reactions from patents (1976-2016). Task: Predict the reactants needed to synthesize the given product. (1) Given the product [ClH:38].[Cl:38][C:39]1[CH:40]=[C:41]2[C:45](=[CH:46][CH:47]=1)[NH:44][C:43]([C:48]([NH:50][C@@H:51]1[CH2:54][CH2:53][C@@H:52]1[NH:55][C:11]([C:9]1[S:10][C:4]3[CH2:3][N:2]([CH3:1])[CH2:7][CH2:6][C:5]=3[N:8]=1)=[O:13])=[O:49])=[CH:42]2, predict the reactants needed to synthesize it. The reactants are: [CH3:1][N:2]1[CH2:7][CH2:6][C:5]2[N:8]=[C:9]([C:11]([O-:13])=O)[S:10][C:4]=2[CH2:3]1.[Li+].Cl.CN(C)CCCN=C=NCC.O.ON1C2C=CC=CC=2N=N1.[Cl:38][C:39]1[CH:40]=[C:41]2[C:45](=[CH:46][CH:47]=1)[NH:44][C:43]([C:48]([NH:50][C@@H:51]1[CH2:54][CH2:53][C@@H:52]1[NH2:55])=[O:49])=[CH:42]2. (2) The reactants are: [F:1][C:2]([F:19])([F:18])[CH:3]([CH:12]1[CH2:17][CH2:16][NH:15][CH2:14][CH2:13]1)[O:4][Si:5]([CH2:10][CH3:11])([CH2:8][CH3:9])[CH2:6][CH3:7].C(N(CC)CC)C.[CH:27]1([C:30](Cl)=[O:31])[CH2:29][CH2:28]1.C(=O)(O)[O-].[Na+]. Given the product [CH:27]1([C:30]([N:15]2[CH2:16][CH2:17][CH:12]([CH:3]([O:4][Si:5]([CH2:8][CH3:9])([CH2:6][CH3:7])[CH2:10][CH3:11])[C:2]([F:18])([F:1])[F:19])[CH2:13][CH2:14]2)=[O:31])[CH2:29][CH2:28]1, predict the reactants needed to synthesize it. (3) Given the product [CH3:19][C:11]1[CH:16]=[C:15]([C:3]([C:4]([C:13]2[CH:14]=[CH:15][CH:16]=[C:11]([CH3:19])[CH:12]=2)=[O:9])=[O:10])[CH:14]=[CH:13][CH:12]=1, predict the reactants needed to synthesize it. The reactants are: CN1CCN(C)[C:4](=[O:9])[C:3]1=[O:10].[C:11]1([CH3:19])[CH:16]=[CH:15][CH:14]=[C:13]([Mg]Cl)[CH:12]=1.